Dataset: Peptide-MHC class I binding affinity with 185,985 pairs from IEDB/IMGT. Task: Regression. Given a peptide amino acid sequence and an MHC pseudo amino acid sequence, predict their binding affinity value. This is MHC class I binding data. (1) The peptide sequence is PPFQWMGYEL. The MHC is Mamu-A2201 with pseudo-sequence Mamu-A2201. The binding affinity (normalized) is 0. (2) The peptide sequence is MPWLDNIVE. The MHC is HLA-A02:01 with pseudo-sequence HLA-A02:01. The binding affinity (normalized) is 0.0847. (3) The peptide sequence is VTLITGNM. The MHC is H-2-Kb with pseudo-sequence H-2-Kb. The binding affinity (normalized) is 0.360.